Dataset: Full USPTO retrosynthesis dataset with 1.9M reactions from patents (1976-2016). Task: Predict the reactants needed to synthesize the given product. Given the product [C:94]([O:98][C:99](=[O:106])[NH:100][C@@H:101]1[CH2:105][CH2:104][N:103]([C:2]2[N:10]=[C:9]3[C:5]([N:6]=[CH:7][N:8]3[C@@H:11]3[CH2:15][C@H:14]([N:16]4[CH:20]=[C:19]([CH2:21][OH:22])[CH:18]=[N:17]4)[C@@H:13]([OH:23])[C@H:12]3[OH:24])=[C:4]([NH:25][CH2:26][CH:27]([C:34]3[CH:35]=[CH:36][CH:37]=[CH:38][CH:39]=3)[C:28]3[CH:29]=[CH:30][CH:31]=[CH:32][CH:33]=3)[N:3]=2)[CH2:102]1)([CH3:97])([CH3:95])[CH3:96], predict the reactants needed to synthesize it. The reactants are: Cl[C:2]1[N:10]=[C:9]2[C:5]([N:6]=[CH:7][N:8]2[C@@H:11]2[CH2:15][C@H:14]([N:16]3[CH:20]=[C:19]([CH2:21][OH:22])[CH:18]=[N:17]3)[C@@H:13]([OH:23])[C@H:12]2[OH:24])=[C:4]([NH:25][CH2:26][CH:27]([C:34]2[CH:39]=[CH:38][CH:37]=[CH:36][CH:35]=2)[C:28]2[CH:33]=[CH:32][CH:31]=[CH:30][CH:29]=2)[N:3]=1.FC(F)(F)C(O)=O.C1(C(C2C=CC=CC=2)CNC2N=C(NCCN3CCCCC3)N=C3C=2N=CN3[C@@H]2C[C@H](N3C=C(CO)C=N3)[C@@H](O)[C@H]2O)C=CC=CC=1.[C:94]([O:98][C:99](=[O:106])[NH:100][C@@H:101]1[CH2:105][CH2:104][NH:103][CH2:102]1)([CH3:97])([CH3:96])[CH3:95].